This data is from Catalyst prediction with 721,799 reactions and 888 catalyst types from USPTO. The task is: Predict which catalyst facilitates the given reaction. (1) Reactant: C([O:8][C:9]1[CH:10]=[N:11][CH:12]=[CH:13][C:14]=1[C:15]1[O:16][C:17]2[C:22]([N:23]=1)=[CH:21][C:20]([C:24]([F:27])([F:26])[F:25])=[CH:19][N:18]=2)C1C=CC=CC=1. Product: [F:26][C:24]([F:25])([F:27])[C:20]1[CH:21]=[C:22]2[N:23]=[C:15]([C:14]3[CH:13]=[CH:12][N:11]=[CH:10][C:9]=3[OH:8])[O:16][C:17]2=[N:18][CH:19]=1. The catalyst class is: 153. (2) The catalyst class is: 155. Reactant: C([N:8]1[CH2:12][CH:11]([C:13]2[CH:18]=[CH:17][CH:16]=[C:15]([O:19][CH3:20])[C:14]=2[N+:21]([O-])=O)[C:10](C(OCC)=O)([C:24]([O:26]CC)=O)[CH2:9]1)C1C=CC=CC=1.Cl.[OH-].[Na+].[C:45](O[C:45]([O:47][C:48]([CH3:51])([CH3:50])[CH3:49])=[O:46])([O:47][C:48]([CH3:51])([CH3:50])[CH3:49])=[O:46]. Product: [CH3:20][O:19][C:15]1[C:14]2[NH:21][C:24](=[O:26])[C@@H:10]3[CH2:9][N:8]([C:45]([O:47][C:48]([CH3:49])([CH3:50])[CH3:51])=[O:46])[CH2:12][C@@H:11]3[C:13]=2[CH:18]=[CH:17][CH:16]=1.